Task: Regression. Given two drug SMILES strings and cell line genomic features, predict the synergy score measuring deviation from expected non-interaction effect.. Dataset: NCI-60 drug combinations with 297,098 pairs across 59 cell lines (1) Drug 1: CCC1(CC2CC(C3=C(CCN(C2)C1)C4=CC=CC=C4N3)(C5=C(C=C6C(=C5)C78CCN9C7C(C=CC9)(C(C(C8N6C)(C(=O)OC)O)OC(=O)C)CC)OC)C(=O)OC)O.OS(=O)(=O)O. Drug 2: CCCCCOC(=O)NC1=NC(=O)N(C=C1F)C2C(C(C(O2)C)O)O. Cell line: DU-145. Synergy scores: CSS=-0.997, Synergy_ZIP=1.03, Synergy_Bliss=2.47, Synergy_Loewe=-3.51, Synergy_HSA=-2.20. (2) Drug 1: CC1=CC2C(CCC3(C2CCC3(C(=O)C)OC(=O)C)C)C4(C1=CC(=O)CC4)C. Drug 2: CCC1(C2=C(COC1=O)C(=O)N3CC4=CC5=C(C=CC(=C5CN(C)C)O)N=C4C3=C2)O.Cl. Cell line: SR. Synergy scores: CSS=57.3, Synergy_ZIP=0.674, Synergy_Bliss=2.01, Synergy_Loewe=-46.6, Synergy_HSA=1.93.